Dataset: Forward reaction prediction with 1.9M reactions from USPTO patents (1976-2016). Task: Predict the product of the given reaction. (1) Given the reactants Cl[C:2]1C(F)=C(C(F)=C[CH:9]=1)C=O.[Br:12][C:13]1[C:18]([CH:19]=[O:20])=[C:17]([F:21])[C:16]([Cl:22])=[CH:15][CH:14]=1, predict the reaction product. The product is: [Br:12][C:13]1[C:18]([C:19](=[O:20])[CH:2]=[CH2:9])=[C:17]([F:21])[C:16]([Cl:22])=[CH:15][CH:14]=1. (2) The product is: [Cl:1][C:2]1[CH:3]=[CH:4][C:5]([C:8]2[N:9]=[C:10]3[CH:15]=[CH:14][CH:13]=[CH:12][N:11]3[C:16]=2[CH2:17][C:18]2[NH:22][C:21]([CH:23]([CH3:30])[CH3:28])=[N:20][N:19]=2)=[CH:6][CH:7]=1. Given the reactants [Cl:1][C:2]1[CH:7]=[CH:6][C:5]([C:8]2[N:9]=[C:10]3[CH:15]=[CH:14][CH:13]=[CH:12][N:11]3[C:16]=2[CH2:17][C:18]2[NH:22][C:21]([C:23]3[CH:28]=CC=CN=3)=[N:20][N:19]=2)=[CH:4][CH:3]=1.Cl[C:30]1C=CC(C2N=C3C=CC=CN3C=2CC(NN)=O)=CC=1.Cl.C(=N)(N)C(C)C, predict the reaction product. (3) Given the reactants [CH:1]1([N:9]2[C:12](=[O:13])[C:11]([CH3:15])([CH3:14])[NH:10]2)[CH2:8][CH2:7][CH2:6][CH2:5][CH2:4][CH2:3][CH2:2]1.[CH3:16][C:17]1[CH:25]=[CH:24][CH:23]=[CH:22][C:18]=1[C:19](Cl)=[O:20], predict the reaction product. The product is: [CH:1]1([N:9]2[C:12](=[O:13])[C:11]([CH3:15])([CH3:14])[N:10]2[C:19]([C:18]2[CH:22]=[CH:23][CH:24]=[CH:25][C:17]=2[CH3:16])=[O:20])[CH2:8][CH2:7][CH2:6][CH2:5][CH2:4][CH2:3][CH2:2]1. (4) Given the reactants [C:1]([O:5][C:6]([NH:8][CH2:9][C@@H:10]([CH3:14])[C:11](O)=[O:12])=[O:7])([CH3:4])([CH3:3])[CH3:2].S(C)C.B.C1COCC1.O, predict the reaction product. The product is: [C:1]([O:5][C:6]([NH:8][CH2:9][C@@H:10]([CH3:14])[CH2:11][OH:12])=[O:7])([CH3:4])([CH3:3])[CH3:2]. (5) Given the reactants [C:1]([C:5]1[CH:10]=[CH:9][C:8]([S:11]([NH:14][C:15]2[CH:20]=[CH:19][C:18]([CH3:21])=[CH:17][CH:16]=2)(=[O:13])=[O:12])=[CH:7][CH:6]=1)([CH3:4])([CH3:3])[CH3:2].Br[CH2:23][C:24]([O:26]C(C)(C)C)=[O:25], predict the reaction product. The product is: [C:1]([C:5]1[CH:6]=[CH:7][C:8]([S:11]([N:14]([CH2:23][C:24]([OH:26])=[O:25])[C:15]2[CH:16]=[CH:17][C:18]([CH3:21])=[CH:19][CH:20]=2)(=[O:13])=[O:12])=[CH:9][CH:10]=1)([CH3:4])([CH3:3])[CH3:2].